Dataset: Forward reaction prediction with 1.9M reactions from USPTO patents (1976-2016). Task: Predict the product of the given reaction. (1) Given the reactants [F:1][C:2]1[CH:7]=[C:6]([N+:8]([O-])=O)[CH:5]=[CH:4][C:3]=1[N:11]1[CH:15]=[CH:14][CH:13]=[N:12]1.[Sn](Cl)Cl.[OH-].[Na+], predict the reaction product. The product is: [F:1][C:2]1[CH:7]=[C:6]([NH2:8])[CH:5]=[CH:4][C:3]=1[N:11]1[CH:15]=[CH:14][CH:13]=[N:12]1. (2) Given the reactants [NH:1]1[CH:5]=[CH:4][C:3]([C:6]([O:8][CH2:9][CH3:10])=[O:7])=[N:2]1.F[C:12]1[CH:17]=[CH:16][C:15]([F:18])=[CH:14][N:13]=1, predict the reaction product. The product is: [F:18][C:15]1[CH:16]=[CH:17][C:12]([N:1]2[CH:5]=[CH:4][C:3]([C:6]([O:8][CH2:9][CH3:10])=[O:7])=[N:2]2)=[N:13][CH:14]=1. (3) Given the reactants [Cl:1][C:2]1[C:7]([CH2:8][NH:9][C:10](=[O:15])[C:11]([F:14])([CH3:13])[CH3:12])=[CH:6][CH:5]=[C:4]([Cl:16])[C:3]=1[NH:17][C:18]1[N:22]([CH3:23])[C:21]2[CH:24]=[C:25]([N:31]3[CH2:36][CH2:35][CH:34]([C:37]([F:40])([F:39])[F:38])[CH2:33][CH2:32]3)[C:26]([C:28](O)=[O:29])=[CH:27][C:20]=2[N:19]=1.ClC(N(C)C)=C(C)C.CCN(C(C)C)C(C)C.[Cl:58][C:59]1[CH:60]=[C:61]([CH:63]=[CH:64][C:65]=1[F:66])[NH2:62], predict the reaction product. The product is: [Cl:58][C:59]1[CH:60]=[C:61]([NH:62][C:28]([C:26]2[C:25]([N:31]3[CH2:36][CH2:35][CH:34]([C:37]([F:40])([F:38])[F:39])[CH2:33][CH2:32]3)=[CH:24][C:21]3[N:22]([CH3:23])[C:18]([NH:17][C:3]4[C:4]([Cl:16])=[CH:5][CH:6]=[C:7]([CH2:8][NH:9][C:10](=[O:15])[C:11]([F:14])([CH3:13])[CH3:12])[C:2]=4[Cl:1])=[N:19][C:20]=3[CH:27]=2)=[O:29])[CH:63]=[CH:64][C:65]=1[F:66]. (4) Given the reactants [Au:1].[CH2:2]([C@H:17]([NH2:21])[C:18]([OH:20])=[O:19])[CH2:3][C:4]([NH:6][C@H:7]([C:10]([NH:12][CH2:13][C:14]([OH:16])=[O:15])=[O:11])[CH2:8][SH:9])=[O:5].Cl.[NH2:23][CH2:24][CH2:25][SH:26], predict the reaction product. The product is: [NH2:21][C@@H:17]([CH2:2][CH2:3][C:4]([NH:6][C@H:7]([C:10]([NH:12][CH2:13][C:14]([OH:16])=[O:15])=[O:11])[CH2:8][SH:9])=[O:5])[C:18]([OH:20])=[O:19].[NH2:23][CH2:24][CH2:25][SH:26].[Au:1]. (5) Given the reactants [C:1]1([CH:7]([C:32]2[CH:37]=[CH:36][CH:35]=[CH:34][CH:33]=2)[N:8]2[CH:13]=[CH:12][CH:11]=[C:10]([C:14]([NH:16][C@@H:17]([CH2:23][CH2:24][CH2:25][CH2:26][NH:27][C:28](=[NH:30])[CH3:29])[C:18]([O:20]CC)=[O:19])=[O:15])[C:9]2=[O:31])[CH:6]=[CH:5][CH:4]=[CH:3][CH:2]=1.[C:38]([OH:44])([C:40]([F:43])([F:42])[F:41])=[O:39], predict the reaction product. The product is: [C:1]1([CH:7]([C:32]2[CH:33]=[CH:34][CH:35]=[CH:36][CH:37]=2)[N:8]2[CH:13]=[CH:12][CH:11]=[C:10]([C:14]([NH:16][C@@H:17]([CH2:23][CH2:24][CH2:25][CH2:26][NH:27][C:28](=[NH:30])[CH3:29])[C:18]([OH:20])=[O:19])=[O:15])[C:9]2=[O:31])[CH:6]=[CH:5][CH:4]=[CH:3][CH:2]=1.[C:38]([OH:44])([C:40]([F:43])([F:42])[F:41])=[O:39]. (6) Given the reactants [Cl:1][C:2]1[CH:7]=[C:6]([Cl:8])[CH:5]=[CH:4][C:3]=1[C:9]1[N:10]([N:15]2C(=O)C3C(=CC=CC=3)C2=O)[CH:11]=[CH:12][C:13]=1[CH3:14].O.NN, predict the reaction product. The product is: [Cl:1][C:2]1[CH:7]=[C:6]([Cl:8])[CH:5]=[CH:4][C:3]=1[C:9]1[N:10]([NH2:15])[CH:11]=[CH:12][C:13]=1[CH3:14]. (7) Given the reactants [CH3:1][C:2]1[N:7]=[C:6]([N:8]2[CH2:13][CH2:12][CH:11]([N:14](C)[C:15](=O)OCC3C=CC=CC=3)[CH2:10][CH2:9]2)[CH:5]=[C:4]([CH3:26])[N:3]=1, predict the reaction product. The product is: [CH3:1][C:2]1[N:7]=[C:6]([N:8]2[CH2:13][CH2:12][CH:11]([NH:14][CH3:15])[CH2:10][CH2:9]2)[CH:5]=[C:4]([CH3:26])[N:3]=1.